This data is from Full USPTO retrosynthesis dataset with 1.9M reactions from patents (1976-2016). The task is: Predict the reactants needed to synthesize the given product. (1) Given the product [Li+:19].[CH3:1][C:2]1[N:7]=[C:6]([C:8]([O-:10])=[O:9])[C:5]([C:12]2[O:16][N:15]=[C:14]([CH3:17])[CH:13]=2)=[CH:4][CH:3]=1, predict the reactants needed to synthesize it. The reactants are: [CH3:1][C:2]1[N:7]=[C:6]([C:8]([O:10]C)=[O:9])[C:5]([C:12]2[O:16][N:15]=[C:14]([CH3:17])[CH:13]=2)=[CH:4][CH:3]=1.O.[Li+:19].[OH-]. (2) Given the product [C:35]([NH:2][C@@H:3]1[CH2:8][CH2:7][C@H:6]([NH:9][C:10]([C:12]2[C:16]3=[N:17][CH:18]=[CH:19][C:20]([C:21]4[CH:26]=[CH:25][C:24]([O:27][CH3:28])=[CH:23][C:22]=4[O:29][CH2:30][CH:31]4[CH2:32][CH2:33]4)=[C:15]3[NH:14][C:13]=2[CH3:34])=[O:11])[CH2:5][CH2:4]1)(=[O:37])[CH3:36], predict the reactants needed to synthesize it. The reactants are: Cl.[NH2:2][C@@H:3]1[CH2:8][CH2:7][C@H:6]([NH:9][C:10]([C:12]2[C:16]3=[N:17][CH:18]=[CH:19][C:20]([C:21]4[CH:26]=[CH:25][C:24]([O:27][CH3:28])=[CH:23][C:22]=4[O:29][CH2:30][CH:31]4[CH2:33][CH2:32]4)=[C:15]3[NH:14][C:13]=2[CH3:34])=[O:11])[CH2:5][CH2:4]1.[C:35](Cl)(=[O:37])[CH3:36]. (3) Given the product [Br:21][C:22]1[CH:29]=[CH:28][C:25]([CH:26]=[N:20][NH:19][C:17]([C:9]2[NH:10][C:11]3[C:16]([C:8]=2[C:3]2[CH:4]=[CH:5][CH:6]=[CH:7][C:2]=2[Cl:1])=[CH:15][CH:14]=[CH:13][CH:12]=3)=[O:18])=[CH:24][CH:23]=1, predict the reactants needed to synthesize it. The reactants are: [Cl:1][C:2]1[CH:7]=[CH:6][CH:5]=[CH:4][C:3]=1[C:8]1[C:16]2[C:11](=[CH:12][CH:13]=[CH:14][CH:15]=2)[NH:10][C:9]=1[C:17]([NH:19][NH2:20])=[O:18].[Br:21][C:22]1[CH:29]=[CH:28][C:25]([CH:26]=O)=[CH:24][CH:23]=1. (4) The reactants are: F[C:2]1[CH:7]=[C:6]([C:8]2[C:16]3[C:11](=[CH:12][CH:13]=[C:14]([N+:17]([O-:19])=[O:18])[CH:15]=3)[N:10]([C:20]([C:33]3[CH:38]=[CH:37][CH:36]=[CH:35][CH:34]=3)([C:27]3[CH:32]=[CH:31][CH:30]=[CH:29][CH:28]=3)[C:21]3[CH:26]=[CH:25][CH:24]=[CH:23][CH:22]=3)[N:9]=2)[CH:5]=[CH:4][N:3]=1.[CH3:39][C:40](C)([O-:42])C.[K+]. Given the product [CH2:40]([O:42][C:2]1[CH:7]=[C:6]([C:8]2[C:16]3[C:11](=[CH:12][CH:13]=[C:14]([N+:17]([O-:19])=[O:18])[CH:15]=3)[N:10]([C:20]([C:33]3[CH:38]=[CH:37][CH:36]=[CH:35][CH:34]=3)([C:27]3[CH:32]=[CH:31][CH:30]=[CH:29][CH:28]=3)[C:21]3[CH:26]=[CH:25][CH:24]=[CH:23][CH:22]=3)[N:9]=2)[CH:5]=[CH:4][N:3]=1)[CH3:39], predict the reactants needed to synthesize it. (5) Given the product [CH2:8]([C:6]1[CH:5]=[CH:4][N:3]=[C:2]([NH:14][C:13]2[CH:15]=[C:16]([B:18]3[O:22][C:21]([CH3:23])([CH3:24])[C:20]([CH3:26])([CH3:25])[O:19]3)[CH:17]=[C:11]([CH3:10])[CH:12]=2)[N:7]=1)[CH3:9], predict the reactants needed to synthesize it. The reactants are: Cl[C:2]1[N:7]=[C:6]([CH2:8][CH3:9])[CH:5]=[CH:4][N:3]=1.[CH3:10][C:11]1[CH:12]=[C:13]([CH:15]=[C:16]([B:18]2[O:22][C:21]([CH3:24])([CH3:23])[C:20]([CH3:26])([CH3:25])[O:19]2)[CH:17]=1)[NH2:14].CS(O)(=O)=O. (6) Given the product [OH:1][C@@H:2]1[CH2:6][NH:5][C@H:4]([C:14]([NH:15][CH2:16][C:17]2[C:18]([O:32][CH3:33])=[N:19][N:20]([C:22]3[CH:27]=[CH:26][C:25]([C:28]([F:31])([F:30])[F:29])=[CH:24][CH:23]=3)[CH:21]=2)=[O:34])[CH2:3]1, predict the reactants needed to synthesize it. The reactants are: [OH:1][C@@H:2]1[CH2:6][N:5](C(OC(C)(C)C)=O)[C@H:4]([C:14](=[O:34])[NH:15][CH2:16][C:17]2[C:18]([O:32][CH3:33])=[N:19][N:20]([C:22]3[CH:27]=[CH:26][C:25]([C:28]([F:31])([F:30])[F:29])=[CH:24][CH:23]=3)[CH:21]=2)[CH2:3]1.FC(F)(F)C(O)=O. (7) Given the product [O:10]([CH2:17][CH2:18][O:19][CH2:20][C:21]1[O:3][N:1]=[C:4]([C:5]([O:7][CH2:8][CH3:9])=[O:6])[CH:22]=1)[C:11]1[CH:16]=[CH:15][CH:14]=[CH:13][CH:12]=1, predict the reactants needed to synthesize it. The reactants are: [N+:1]([CH2:4][C:5]([O:7][CH2:8][CH3:9])=[O:6])([O-:3])=O.[O:10]([CH2:17][CH2:18][O:19][CH2:20][C:21]#[CH:22])[C:11]1[CH:16]=[CH:15][CH:14]=[CH:13][CH:12]=1.N12CCN(CC1)CC2.Cl.